From a dataset of Reaction yield outcomes from USPTO patents with 853,638 reactions. Predict the reaction yield, written as a fraction of the theoretical maximum amount of product (1.0 means a 100% yield; for example, 0.34 means a 34% yield). (1) The reactants are [Cl:1][C:2]1[CH:8]=[CH:7][C:5]([NH2:6])=[CH:4][CH:3]=1.[CH:9](O)=[O:10]. No catalyst specified. The product is [Cl:1][C:2]1[CH:8]=[CH:7][C:5]([NH:6][CH:9]=[O:10])=[CH:4][CH:3]=1. The yield is 0.970. (2) The reactants are [Cl:1][C:2]1[CH:14]=[C:13]([CH2:15][OH:16])[C:12]([O:17][CH3:18])=[CH:11][C:3]=1[O:4][CH2:5][C:6]([O:8]CC)=[O:7].O.[OH-].[Li+]. The catalyst is C1COCC1. The product is [Cl:1][C:2]1[CH:14]=[C:13]([CH2:15][OH:16])[C:12]([O:17][CH3:18])=[CH:11][C:3]=1[O:4][CH2:5][C:6]([OH:8])=[O:7]. The yield is 0.950. (3) The reactants are C(O[C:6](=O)[NH:7][CH2:8][CH:9]([C:11]1[CH:16]=[CH:15][C:14]([F:17])=[CH:13][CH:12]=1)[OH:10])(C)(C)C.Cl[CH2:20]Cl. The catalyst is FC(F)(F)C(O)=O. The product is [F:17][C:14]1[CH:15]=[CH:16][C:11]([CH:9]2[O:10][CH2:20][CH2:6][NH:7][CH2:8]2)=[CH:12][CH:13]=1. The yield is 0.940. (4) The reactants are [CH3:1][O:2][C:3]1[CH:8]=[CH:7][CH:6]=[CH:5][C:4]=1[NH2:9].C(O[CH:13]=[C:14]([C:20]([O:22][CH2:23][CH3:24])=[O:21])[C:15]([O:17][CH2:18][CH3:19])=[O:16])C. No catalyst specified. The product is [CH3:1][O:2][C:3]1[CH:8]=[CH:7][CH:6]=[CH:5][C:4]=1[NH:9][CH:13]=[C:14]([C:15]([O:17][CH2:18][CH3:19])=[O:16])[C:20]([O:22][CH2:23][CH3:24])=[O:21]. The yield is 0.990. (5) The reactants are [NH2:1][C:2]1[C:10]([Cl:11])=[CH:9][C:8]([Cl:12])=[CH:7][C:3]=1[C:4]([OH:6])=O.N1[CH:17]=[CH:16]N=C1.C(Cl)(=O)C.Cl.[NH2:23][CH:24]1[CH2:29][CH2:28][C:27](=[O:30])[NH:26][C:25]1=[O:31].P(OC1C=CC=CC=1)(OC1C=CC=CC=1)OC1C=CC=CC=1. The catalyst is C(#N)C. The product is [Cl:12][C:8]1[CH:7]=[C:3]2[C:2](=[C:10]([Cl:11])[CH:9]=1)[N:1]=[C:16]([CH3:17])[N:23]([CH:24]1[CH2:29][CH2:28][C:27](=[O:30])[NH:26][C:25]1=[O:31])[C:4]2=[O:6]. The yield is 0.580. (6) The reactants are [I:1][C:2]1[C:6]([C:7]([O:9][CH2:10][CH3:11])=[O:8])=[C:5]([C:12]([O:14][CH2:15][CH3:16])=[O:13])[NH:4][N:3]=1.[C:17]1(P(C2C=CC=CC=2)C2C=CC=CC=2)C=CC=C[CH:18]=1.[CH3:48][CH:47]([O:46][C:44](/[N:43]=[N:43]/[C:44]([O:46][CH:47]([CH3:49])[CH3:48])=[O:45])=[O:45])[CH3:49].[C:50](=O)(OCC(C(C)(C)C)O)N. The catalyst is C1COCC1. The product is [C:47]([O:46][C:44]([NH:43][CH2:17][CH2:18][N:4]1[C:5]([C:12]([O:14][CH2:15][CH3:16])=[O:13])=[C:6]([C:7]([O:9][CH2:10][CH3:11])=[O:8])[C:2]([I:1])=[N:3]1)=[O:45])([CH3:48])([CH3:49])[CH3:50]. The yield is 0.570.